Dataset: Reaction yield outcomes from USPTO patents with 853,638 reactions. Task: Predict the reaction yield, written as a fraction of the theoretical maximum amount of product (1.0 means a 100% yield; for example, 0.34 means a 34% yield). (1) The reactants are Br[C:2]1[CH:3]=[C:4]([C:8]2[N:9]=[C:10]3[CH:15]=[C:14]([C:16]4[N:25]=[C:19]5[C:20]([CH3:24])=[N:21][CH:22]=[CH:23][N:18]5[N:17]=4)[CH:13]=[CH:12][N:11]3[CH:26]=2)[CH:5]=[CH:6][CH:7]=1.[CH:27]1(B(O)O)[CH2:29][CH2:28]1.C1(P(C2CCCCC2)C2CCCCC2)CCCCC1.[O-]P([O-])([O-])=O.[K+].[K+].[K+].[Br-]. The catalyst is C([O-])(=O)C.[Pd+2].C([O-])(=O)C.O.C1(C)C=CC=CC=1. The product is [CH:27]1([C:2]2[CH:3]=[C:4]([C:8]3[N:9]=[C:10]4[CH:15]=[C:14]([C:16]5[N:25]=[C:19]6[C:20]([CH3:24])=[N:21][CH:22]=[CH:23][N:18]6[N:17]=5)[CH:13]=[CH:12][N:11]4[CH:26]=3)[CH:5]=[CH:6][CH:7]=2)[CH2:29][CH2:28]1. The yield is 0.750. (2) The reactants are [C:1]1([C:7]2[CH:12]=[C:11]([C:13]3[CH:18]=[CH:17][CH:16]=[CH:15][CH:14]=3)[NH:10][C:9](=[O:19])[CH:8]=2)[CH:6]=[CH:5][CH:4]=[CH:3][CH:2]=1.Br[CH2:21][CH2:22][CH2:23][C:24]#[N:25]. The catalyst is CN(C)C=O.C(=O)([O-])[O-].[Ag+2]. The product is [C:1]1([C:7]2[CH:12]=[C:11]([C:13]3[CH:14]=[CH:15][CH:16]=[CH:17][CH:18]=3)[N:10]=[C:9]([O:19][CH2:21][CH2:22][CH2:23][C:24]#[N:25])[CH:8]=2)[CH:2]=[CH:3][CH:4]=[CH:5][CH:6]=1. The yield is 0.930. (3) The reactants are [CH3:1][O:2][C:3]1[CH:8]=[C:7]([O:9][CH3:10])[CH:6]=[CH:5][C:4]=1[S:11](Cl)(=[O:13])=[O:12].[F:15][C:16]1[CH:21]=[C:20]([F:22])[CH:19]=[CH:18][C:17]=1[C:23]1[CH:28]=[CH:27][CH:26]=[CH:25][C:24]=1[CH:29]([NH2:31])[CH3:30].C(N(CC)CC)C. No catalyst specified. The product is [F:15][C:16]1[CH:21]=[C:20]([F:22])[CH:19]=[CH:18][C:17]=1[C:23]1[CH:28]=[CH:27][CH:26]=[CH:25][C:24]=1[CH:29]([NH:31][S:11]([C:4]1[CH:5]=[CH:6][C:7]([O:9][CH3:10])=[CH:8][C:3]=1[O:2][CH3:1])(=[O:13])=[O:12])[CH3:30]. The yield is 0.690. (4) The reactants are I[C:2]1[CH:7]=[CH:6][C:5]([CH3:8])=[CH:4][CH:3]=1.[Cl:9][C:10]1[CH:11]=[C:12]([C:18]([F:21])([F:20])[F:19])[CH:13]=[C:14]([Cl:17])[C:15]=1F.O. The catalyst is C1C=CC=CC=1.C([Li])CCC.CCCCCC.C(OCC)C. The product is [Cl:9][C:10]1[CH:11]=[C:12]([C:18]([F:21])([F:20])[F:19])[CH:13]=[C:14]([Cl:17])[C:15]=1[C:2]1[CH:7]=[CH:6][C:5]([CH3:8])=[CH:4][CH:3]=1. The yield is 0.850. (5) The reactants are [SH:1][C:2]1[CH:10]=[CH:9][C:5]([C:6]([OH:8])=[O:7])=[CH:4][CH:3]=1.[CH3:11]O. The catalyst is OS(O)(=O)=O.C(Cl)(Cl)Cl. The product is [SH:1][C:2]1[CH:10]=[CH:9][C:5]([C:6]([O:8][CH3:11])=[O:7])=[CH:4][CH:3]=1. The yield is 0.977. (6) The reactants are Cl[C:2]1[N:7]=[CH:6][C:5]2[C:8]([N:14]3[CH2:20][C:16]4([CH2:19][O:18][CH2:17]4)[CH2:15]3)=[N:9][N:10]([CH:11]([CH3:13])[CH3:12])[C:4]=2[CH:3]=1.[CH3:21][O:22][CH:23]1[CH2:28][CH2:27][N:26]([C:29]2[N:34]=[C:33]([NH2:35])[CH:32]=[CH:31][N:30]=2)[CH2:25][CH2:24]1.C(=O)([O-])[O-].[Cs+].[Cs+].C1(P(C2CCCCC2)C2C=CC=CC=2C2C(C(C)C)=CC(C(C)C)=CC=2C(C)C)CCCCC1. The catalyst is C1C=CC(/C=C/C(/C=C/C2C=CC=CC=2)=O)=CC=1.C1C=CC(/C=C/C(/C=C/C2C=CC=CC=2)=O)=CC=1.C1C=CC(/C=C/C(/C=C/C2C=CC=CC=2)=O)=CC=1.[Pd].[Pd].O1CCOCC1. The product is [CH:11]([N:10]1[C:4]2[CH:3]=[C:2]([NH:35][C:33]3[CH:32]=[CH:31][N:30]=[C:29]([N:26]4[CH2:25][CH2:24][CH:23]([O:22][CH3:21])[CH2:28][CH2:27]4)[N:34]=3)[N:7]=[CH:6][C:5]=2[C:8]([N:14]2[CH2:20][C:16]3([CH2:19][O:18][CH2:17]3)[CH2:15]2)=[N:9]1)([CH3:13])[CH3:12]. The yield is 0.400. (7) The reactants are C([O:5][C:6](=[O:23])[CH:7]([NH:12][C:13]([O:15][CH2:16][C:17]1[CH:22]=[CH:21][CH:20]=[CH:19][CH:18]=1)=[O:14])[CH:8]([CH3:11])[CH2:9]O)(C)(C)C. The catalyst is C(O)(C(F)(F)F)=O. The product is [CH2:16]([O:15][C:13](=[O:14])[NH:12][CH:7]1[CH:8]([CH3:11])[CH2:9][O:23][C:6]1=[O:5])[C:17]1[CH:18]=[CH:19][CH:20]=[CH:21][CH:22]=1. The yield is 0.800.